From a dataset of Forward reaction prediction with 1.9M reactions from USPTO patents (1976-2016). Predict the product of the given reaction. (1) Given the reactants [C:1]([O:5][C:6]([N:8]1[C:12]([C:13]#[N:14])=[CH:11][CH:10]=[C:9]1[C:15]1[CH:27]=[CH:26][C:18]2[NH:19][C:20](=O)[O:21][C:22]([CH3:24])([CH3:23])[C:17]=2[CH:16]=1)=[O:7])([CH3:4])([CH3:3])[CH3:2].COC1C=CC(P2(SP(C3C=CC(OC)=CC=3)(=S)S2)=[S:37])=CC=1, predict the reaction product. The product is: [C:13]([C:12]1[N:8]([C:6]([O:5][C:1]([CH3:4])([CH3:3])[CH3:2])=[O:7])[C:9]([C:15]2[CH:27]=[CH:26][C:18]3[NH:19][C:20](=[S:37])[O:21][C:22]([CH3:24])([CH3:23])[C:17]=3[CH:16]=2)=[CH:10][CH:11]=1)#[N:14]. (2) Given the reactants [C:1]([O:5][C:6](=[O:29])[C:7]([O:10]/[N:11]=[C:12](/[C:16]1[N:17]=[C:18]([NH:21][C:22]([O:24][C:25]([CH3:28])([CH3:27])[CH3:26])=[O:23])[S:19][CH:20]=1)\[C:13]([OH:15])=O)([CH3:9])[CH3:8])([CH3:4])([CH3:3])[CH3:2].[NH2:30][C@H:31]1[C@@H:34]([CH2:35][N:36]2[C:40]([CH3:41])=[N:39][CH:38]=[N:37]2)[NH:33][C:32]1=[O:42].CCN=C=NCCCN(C)C.N1C=CC=CC=1, predict the reaction product. The product is: [C:25]([O:24][C:22]([NH:21][C:18]1[S:19][CH:20]=[C:16](/[C:12](=[N:11]/[O:10][C:7]([CH3:8])([CH3:9])[C:6]([O:5][C:1]([CH3:4])([CH3:2])[CH3:3])=[O:29])/[C:13]([NH:30][C@@H:31]2[C:32](=[O:42])[NH:33][C@@H:34]2[CH2:35][N:36]2[C:40]([CH3:41])=[N:39][CH:38]=[N:37]2)=[O:15])[N:17]=1)=[O:23])([CH3:26])([CH3:28])[CH3:27]. (3) The product is: [NH2:21][C:22]1[N:31]=[C:30]([C:32]([N:34]2[CH2:35][C:36]3[C:41](=[CH:40][CH:39]=[CH:38][CH:37]=3)[CH2:42]2)=[O:33])[C:29]2[C:24](=[CH:25][CH:26]=[C:27]([C:2]3[CH:13]=[CH:12][CH:11]=[CH:10][C:3]=3[CH2:4][NH:5][CH2:6][CH:7]3[CH2:9][CH2:8]3)[CH:28]=2)[N:23]=1. Given the reactants Br[C:2]1[CH:13]=[CH:12][CH:11]=[CH:10][C:3]=1[CH2:4][NH:5][CH2:6][CH:7]1[CH2:9][CH2:8]1.C(=O)([O-])[O-].[K+].[K+].O.[NH2:21][C:22]1[N:31]=[C:30]([C:32]([N:34]2[CH2:42][C:41]3[C:36](=[CH:37][CH:38]=[CH:39][CH:40]=3)[CH2:35]2)=[O:33])[C:29]2[C:24](=[CH:25][CH:26]=[C:27](B3OC(C)(C)C(C)(C)O3)[CH:28]=2)[N:23]=1, predict the reaction product. (4) Given the reactants [CH3:1][C@@H:2]([NH:12][CH2:13][C@H:14]([OH:25])[C:15]1[CH:16]=[CH:17][C:18]([OH:24])=[C:19]([NH:21][CH:22]=[O:23])[CH:20]=1)[CH2:3][C:4]1[CH:5]=[CH:6][C:7]([O:10][CH3:11])=[CH:8][CH:9]=1.[C:26]([OH:35])(=[O:34])[C@@H:27]([C@H:29]([C:31]([OH:33])=[O:32])[OH:30])[OH:28], predict the reaction product. The product is: [CH3:1][C@@H:2]([NH:12][CH2:13][C@H:14]([OH:25])[C:15]1[CH:16]=[CH:17][C:18]([OH:24])=[C:19]([NH:21][CH:22]=[O:23])[CH:20]=1)[CH2:3][C:4]1[CH:5]=[CH:6][C:7]([O:10][CH3:11])=[CH:8][CH:9]=1.[C:31]([C@@H:29]([C@H:27]([C:26]([O-:35])=[O:34])[OH:28])[OH:30])([O-:33])=[O:32]. (5) Given the reactants Br[C:2]1[C:8]([Cl:9])=[CH:7][C:5]([NH2:6])=[CH:4][C:3]=1[Cl:10].[CH3:11][O:12][C:13]1[CH:18]=[C:17](B(O)O)[CH:16]=[CH:15][N:14]=1.C(=O)([O-])[O-].[Na+].[Na+], predict the reaction product. The product is: [Cl:10][C:3]1[CH:4]=[C:5]([CH:7]=[C:8]([Cl:9])[C:2]=1[C:17]1[CH:16]=[CH:15][N:14]=[C:13]([O:12][CH3:11])[CH:18]=1)[NH2:6]. (6) Given the reactants Cl[C:2]1[CH:10]=[C:9]2[C:5]([C:6]([C:11]([N:13]3[CH2:18][CH2:17][C:16]4([C:22]5[CH:23]=[CH:24][C:25]([F:27])=[CH:26][C:21]=5[C:20](=[O:28])[O:19]4)[CH2:15][CH2:14]3)=[O:12])=[CH:7][NH:8]2)=[CH:4][CH:3]=1.[F:29][C:30]1[CH:31]=[C:32]([CH:35]=[C:36]([F:38])[CH:37]=1)[CH2:33]Cl, predict the reaction product. The product is: [F:29][C:30]1[CH:31]=[C:32]([CH:35]=[C:36]([F:38])[CH:37]=1)[CH2:33][N:8]1[C:9]2[C:5](=[CH:4][CH:3]=[CH:2][CH:10]=2)[C:6]([C:11]([N:13]2[CH2:18][CH2:17][C:16]3([C:22]4[CH:23]=[CH:24][C:25]([F:27])=[CH:26][C:21]=4[C:20](=[O:28])[O:19]3)[CH2:15][CH2:14]2)=[O:12])=[CH:7]1. (7) Given the reactants [I:1][C:2]1[C:10]2[C:5](=[CH:6][C:7]([F:11])=[CH:8][CH:9]=2)[NH:4][CH:3]=1.[H-].[Na+].[C:14]1([S:20](Cl)(=[O:22])=[O:21])[CH:19]=[CH:18][CH:17]=[CH:16][CH:15]=1, predict the reaction product. The product is: [F:11][C:7]1[CH:6]=[C:5]2[C:10]([C:2]([I:1])=[CH:3][N:4]2[S:20]([C:14]2[CH:19]=[CH:18][CH:17]=[CH:16][CH:15]=2)(=[O:22])=[O:21])=[CH:9][CH:8]=1. (8) Given the reactants [OH:1][C@H:2]([C:11]1[CH:20]=[CH:19][C:14]2[C:15](=[O:18])[O:16][CH2:17][C:13]=2[C:12]=1[CH3:21])[CH2:3][N:4]1[CH2:9][CH2:8][NH:7][C:6](=[O:10])[CH2:5]1.Br[C:23]1[CH:33]=[CH:32][C:26]2[CH:27]=[C:28]([C:30]#[N:31])[S:29][C:25]=2[CH:24]=1.CC1(C)C2C(=C(P(C3C=CC=CC=3)C3C=CC=CC=3)C=CC=2)OC2C(P(C3C=CC=CC=3)C3C=CC=CC=3)=CC=CC1=2.C([O-])([O-])=O.[Cs+].[Cs+], predict the reaction product. The product is: [OH:1][C@H:2]([C:11]1[CH:20]=[CH:19][C:14]2[C:15](=[O:18])[O:16][CH2:17][C:13]=2[C:12]=1[CH3:21])[CH2:3][N:4]1[CH2:9][CH2:8][N:7]([C:23]2[CH:33]=[CH:32][C:26]3[CH:27]=[C:28]([C:30]#[N:31])[S:29][C:25]=3[CH:24]=2)[C:6](=[O:10])[CH2:5]1.